Task: Predict the product of the given reaction.. Dataset: Forward reaction prediction with 1.9M reactions from USPTO patents (1976-2016) (1) Given the reactants CN(C)CC#CC1C=C([C@@H:12]2[C@@H:16]([C:17]3[CH:22]=[CH:21][CH:20]=[C:19](F)[CH:18]=3)OC(=O)N2)C=NC=1.Br[C:27]1[CH:28]=[C:29]([C@@H:33]2[C@@H:37]([C:38]3[CH:43]=[C:42]([F:44])[CH:41]=[CH:40][C:39]=3[F:45])[O:36][C:35](=[O:46])[NH:34]2)[CH:30]=[N:31][CH:32]=1.C(C1CCCCC1)#C, predict the reaction product. The product is: [CH:17]1([C:16]#[C:12][C:27]2[CH:28]=[C:29]([C@@H:33]3[C@@H:37]([C:38]4[CH:43]=[C:42]([F:44])[CH:41]=[CH:40][C:39]=4[F:45])[O:36][C:35](=[O:46])[NH:34]3)[CH:30]=[N:31][CH:32]=2)[CH2:22][CH2:21][CH2:20][CH2:19][CH2:18]1. (2) Given the reactants [C:1]1([S:7]([N:10]2[C:18]3[CH:17]=[CH:16][N:15]=[C:14]([Br:19])[C:13]=3[CH:12]=[CH:11]2)(=[O:9])=[O:8])[CH:6]=[CH:5][CH:4]=[CH:3][CH:2]=1.[CH:20]([N-]C(C)C)(C)C.[Li+].CI, predict the reaction product. The product is: [C:1]1([S:7]([N:10]2[C:18]3[CH:17]=[CH:16][N:15]=[C:14]([Br:19])[C:13]=3[CH:12]=[C:11]2[CH3:20])(=[O:9])=[O:8])[CH:2]=[CH:3][CH:4]=[CH:5][CH:6]=1. (3) Given the reactants [C:1]([O:5][C:6]([N:8]1[CH2:11][C:10]2([C:15](=[N:16][O:17][CH3:18])[CH2:14][N:13](CC3C=CC=CC=3)[CH2:12]2)[CH2:9]1)=[O:7])([CH3:4])([CH3:3])[CH3:2].[H][H], predict the reaction product. The product is: [C:1]([O:5][C:6]([N:8]1[CH2:11][C:10]2([C:15](=[N:16][O:17][CH3:18])[CH2:14][NH:13][CH2:12]2)[CH2:9]1)=[O:7])([CH3:4])([CH3:3])[CH3:2]. (4) Given the reactants [CH3:1][C:2]1[N:7]=[C:6]([C:8]([N:10]2[C@H:16]([CH2:17][NH:18][C:19]3[CH:24]=[CH:23][C:22]([C:25]([F:28])([F:27])[F:26])=[CH:21][N:20]=3)[CH2:15][C@H:14]3[C@H:12]([CH2:13]3)[CH2:11]2)=[O:9])[C:5]([O:29][CH2:30][CH2:31][CH3:32])=[CH:4][CH:3]=1.[ClH:33], predict the reaction product. The product is: [ClH:33].[CH3:1][C:2]1[N:7]=[C:6]([C:8]([N:10]2[C@H:16]([CH2:17][NH:18][C:19]3[CH:24]=[CH:23][C:22]([C:25]([F:28])([F:27])[F:26])=[CH:21][N:20]=3)[CH2:15][C@H:14]3[C@H:12]([CH2:13]3)[CH2:11]2)=[O:9])[C:5]([O:29][CH2:30][CH2:31][CH3:32])=[CH:4][CH:3]=1. (5) Given the reactants [CH3:1][C@@H:2]1[CH2:6][CH2:5][CH2:4][N:3]1[C:7]1[C:8](OS(C(F)(F)F)(=O)=O)=[N:9][C:10]2[C:15]([N:16]=1)=[CH:14][C:13]([C:17]([O:19][CH3:20])=[O:18])=[CH:12][CH:11]=2.[O:29]1[C:33]2[CH:34]=[CH:35][C:36](B3OC(C)(C)C(C)(C)O3)=[CH:37][C:32]=2[O:31][CH2:30]1.[O-]P([O-])([O-])=O.[K+].[K+].[K+], predict the reaction product. The product is: [O:29]1[C:33]2[CH:34]=[CH:35][C:36]([C:8]3[C:7]([N:3]4[CH2:4][CH2:5][CH2:6][C@H:2]4[CH3:1])=[N:16][C:15]4[C:10](=[CH:11][CH:12]=[C:13]([C:17]([O:19][CH3:20])=[O:18])[CH:14]=4)[N:9]=3)=[CH:37][C:32]=2[O:31][CH2:30]1. (6) Given the reactants [NH2:1][C:2]1[CH:7]=[CH:6][C:5]([CH2:8][CH2:9][C:10]2[N:11]=[C:12]([NH:15][C:16](=[O:18])[CH3:17])[S:13][CH:14]=2)=[CH:4][CH:3]=1.[C:19]([O:23][C:24](=[O:29])[NH:25][CH2:26][CH2:27]Br)([CH3:22])([CH3:21])[CH3:20].C(N(CC)C(C)C)(C)C.O, predict the reaction product. The product is: [C:19]([O:23][C:24](=[O:29])[NH:25][CH2:26][CH2:27][NH:1][C:2]1[CH:7]=[CH:6][C:5]([CH2:8][CH2:9][C:10]2[N:11]=[C:12]([NH:15][C:16](=[O:18])[CH3:17])[S:13][CH:14]=2)=[CH:4][CH:3]=1)([CH3:22])([CH3:21])[CH3:20]. (7) The product is: [F:36][C:33]1[CH:34]=[CH:35][C:30]([C:21]2[C:22]([C:24]3[CH:25]=[CH:26][N:27]=[CH:28][CH:29]=3)=[N:23][N:13]3[C:12]([C:8]4[CH:7]=[C:6]([S:3]([N:2]([CH3:1])[CH3:38])(=[O:5])=[O:4])[CH:11]=[CH:10][CH:9]=4)=[CH:17][N:16]=[N:15][C:14]=23)=[CH:31][C:32]=1[OH:37]. Given the reactants [CH3:1][N:2]([CH3:38])[S:3]([C:6]1[CH:7]=[C:8]([C:12]2[N:13]3[N:23]=[C:22]([C:24]4[CH:29]=[CH:28][N:27]=[CH:26][CH:25]=4)[C:21]([C:30]4[CH:35]=[CH:34][C:33]([F:36])=[C:32]([OH:37])[CH:31]=4)=[C:14]3[N:15]=[N:16][C:17]=2C(O)=O)[CH:9]=[CH:10][CH:11]=1)(=[O:5])=[O:4], predict the reaction product. (8) The product is: [Br:2][C:3]1[CH:4]=[CH:5][C:6]([N:9]2[CH2:14][CH2:13][N:12]([CH3:17])[CH2:11][CH2:10]2)=[CH:7][CH:8]=1. Given the reactants Cl.[Br:2][C:3]1[CH:8]=[CH:7][C:6]([N:9]2[CH2:14][CH2:13][NH:12][CH2:11][CH2:10]2)=[CH:5][CH:4]=1.C=O.[CH3:17]C(O)=O.[BH4-].[Na+].[NH4+].[Cl-], predict the reaction product.